This data is from Reaction yield outcomes from USPTO patents with 853,638 reactions. The task is: Predict the reaction yield, written as a fraction of the theoretical maximum amount of product (1.0 means a 100% yield; for example, 0.34 means a 34% yield). (1) The reactants are [Cl:1][C:2]1[CH:7]=[CH:6][N:5]=[C:4]2[NH:8][C:9]([CH:11]3[CH2:13][CH2:12]3)=[N:10][C:3]=12.Br[CH2:15][C:16]1[CH:35]=[CH:34][C:19]2/[C:20](=[C:30](/[CH3:33])\[C:31]#[N:32])/[C:21]3[CH:28]=[CH:27][C:26]([F:29])=[CH:25][C:22]=3[O:23][CH2:24][C:18]=2[CH:17]=1. No catalyst specified. The product is [Cl:1][C:2]1[CH:7]=[CH:6][N:5]=[C:4]2[N:8]([CH2:15][C:16]3[CH:35]=[CH:34][C:19]4/[C:20](=[C:30](/[CH3:33])\[C:31]#[N:32])/[C:21]5[CH:28]=[CH:27][C:26]([F:29])=[CH:25][C:22]=5[O:23][CH2:24][C:18]=4[CH:17]=3)[C:9]([CH:11]3[CH2:13][CH2:12]3)=[N:10][C:3]=12. The yield is 0.540. (2) The reactants are [F:1][C:2]([F:27])([F:26])[C:3]1[CH:4]=[C:5]([CH:23]=[CH:24][CH:25]=1)[CH2:6][NH:7][C:8](=[O:22])[C:9]1[CH:14]=[CH:13][N:12]=[C:11]([C:15]2[CH:20]=[CH:19][CH:18]=[CH:17][C:16]=2[NH2:21])[CH:10]=1.N1C=CC=CC=1.Cl[C:35]([C:37]1[CH:38]=[C:39]([CH:48]=[CH:49][CH:50]=1)[CH2:40][S:41][CH2:42][CH2:43][C:44]([O:46][CH3:47])=[O:45])=[O:36]. The product is [F:27][C:2]([F:26])([F:1])[C:3]1[CH:4]=[C:5]([CH:23]=[CH:24][CH:25]=1)[CH2:6][NH:7][C:8]([C:9]1[CH:14]=[CH:13][N:12]=[C:11]([C:15]2[CH:20]=[CH:19][CH:18]=[CH:17][C:16]=2[NH:21][C:35]([C:37]2[CH:38]=[C:39]([CH:48]=[CH:49][CH:50]=2)[CH2:40][S:41][CH2:42][CH2:43][C:44]([O:46][CH3:47])=[O:45])=[O:36])[CH:10]=1)=[O:22]. The catalyst is O1CCCC1. The yield is 0.640. (3) The reactants are [NH2:1][C:2]1[CH:7]=[CH:6][CH:5]=[C:4]([C:8]([OH:10])=[O:9])[N:3]=1.S(Cl)(Cl)=O.[CH2:15](O)[CH3:16]. The product is [NH2:1][C:2]1[N:3]=[C:4]([C:8]([O:10][CH2:15][CH3:16])=[O:9])[CH:5]=[CH:6][CH:7]=1. The yield is 0.760. No catalyst specified. (4) The reactants are [CH2:1]([N:4]1[C:12]2[C:11](Cl)=[N:10][CH:9]=[N:8][C:7]=2[C:6]([C:14]([C:20]2[CH:21]=[C:22]3[C:26](=[CH:27][CH:28]=2)[N:25]([C:29]2[CH:34]=[CH:33][C:32]([F:35])=[CH:31][CH:30]=2)[N:24]=[CH:23]3)([OH:19])[C:15]([F:18])([F:17])[F:16])=[CH:5]1)[CH:2]=[CH2:3].FC(F)(F)C(O)=[O:39].C(=O)(O)[O-].[Na+]. The catalyst is O1CCOCC1.O. The product is [CH2:1]([N:4]1[C:12]2[C:11](=[O:39])[NH:10][CH:9]=[N:8][C:7]=2[C:6]([C:14]([C:20]2[CH:21]=[C:22]3[C:26](=[CH:27][CH:28]=2)[N:25]([C:29]2[CH:34]=[CH:33][C:32]([F:35])=[CH:31][CH:30]=2)[N:24]=[CH:23]3)([OH:19])[C:15]([F:18])([F:17])[F:16])=[CH:5]1)[CH:2]=[CH2:3]. The yield is 0.530. (5) The reactants are [S:1]1[CH:5]=[CH:4][CH:3]=[C:2]1[S:6]([NH:9][C:10]1[CH:11]=[CH:12][CH:13]=[C:14]2[C:18]=1[NH:17][C:16]([C:19]([OH:21])=O)=[CH:15]2)(=[O:8])=[O:7].[NH2:22][C:23]1[S:24][CH:25]=[CH:26][N:27]=1.C(N(C(C)C)C(C)C)C.CN(C(ON1N=NC2C=CC=NC1=2)=[N+](C)C)C.F[P-](F)(F)(F)(F)F. The catalyst is C(OCC)(=O)C.CN(C)C=O. The product is [S:24]1[CH:25]=[CH:26][N:27]=[C:23]1[NH:22][C:19]([C:16]1[NH:17][C:18]2[C:14]([CH:15]=1)=[CH:13][CH:12]=[CH:11][C:10]=2[NH:9][S:6]([C:2]1[S:1][CH:5]=[CH:4][CH:3]=1)(=[O:7])=[O:8])=[O:21]. The yield is 0.780. (6) The reactants are Br[C:2]1[CH:7]=[CH:6][CH:5]=[C:4]([N+:8]([O-:10])=[O:9])[C:3]=1[NH:11][C:12](=[O:14])[CH3:13].CC1(C)C(C)(C)OB([C:23]2[CH:24]=[N:25][CH:26]=[CH:27][CH:28]=2)O1.C(=O)([O-])[O-].[Na+].[Na+]. The catalyst is O1CCOCC1.O.C1C=CC([P]([Pd]([P](C2C=CC=CC=2)(C2C=CC=CC=2)C2C=CC=CC=2)([P](C2C=CC=CC=2)(C2C=CC=CC=2)C2C=CC=CC=2)[P](C2C=CC=CC=2)(C2C=CC=CC=2)C2C=CC=CC=2)(C2C=CC=CC=2)C2C=CC=CC=2)=CC=1. The product is [N+:8]([C:4]1[CH:5]=[CH:6][CH:7]=[C:2]([C:23]2[CH:24]=[N:25][CH:26]=[CH:27][CH:28]=2)[C:3]=1[NH:11][C:12](=[O:14])[CH3:13])([O-:10])=[O:9]. The yield is 0.800. (7) The reactants are [CH:1]([C@@H:14]1[CH2:16][O:15]1)([C:8]1[CH:13]=[CH:12][CH:11]=[CH:10][CH:9]=1)[C:2]1[CH:7]=[CH:6][CH:5]=[CH:4][CH:3]=1.[CH:17]([Mg]Br)=[CH2:18]. The catalyst is C1COCC1.[Cu]I. The product is [C:2]1([CH:1]([C:8]2[CH:13]=[CH:12][CH:11]=[CH:10][CH:9]=2)[C@@H:14]([OH:15])[CH2:16][CH:17]=[CH2:18])[CH:7]=[CH:6][CH:5]=[CH:4][CH:3]=1. The yield is 0.700. (8) The reactants are [CH:1]1([S:4]([C:7]2[CH:12]=[CH:11][C:10]([C:13](=O)[C:14]([O:16][CH2:17][CH3:18])=[O:15])=[CH:9][CH:8]=2)(=[O:6])=[O:5])[CH2:3][CH2:2]1.O1CCCC1.[OH-].[Na+].Cl. The catalyst is CO. The product is [CH:1]1([S:4]([C:7]2[CH:12]=[CH:11][C:10]([CH2:13][C:14]([O:16][CH2:17][CH3:18])=[O:15])=[CH:9][CH:8]=2)(=[O:6])=[O:5])[CH2:2][CH2:3]1. The yield is 0.720. (9) The reactants are [CH:1]1[C:12]2=[C:13]3[CH:8]([CH2:9][CH2:10][CH2:11]2)[CH2:7][CH2:6][CH2:5][C:4]3=[CH:3][C:2]=1[NH2:14].C1C=CC=CC=1.Cl[S:22]([C:25]1[CH:33]=[CH:32][C:28]([C:29]([OH:31])=[O:30])=[CH:27][CH:26]=1)(=[O:24])=[O:23].Cl. The catalyst is N1C=CC=CC=1.CN(C)C1C=CN=CC=1. The product is [CH:1]1[C:12]2=[C:13]3[CH:8]([CH2:9][CH2:10][CH2:11]2)[CH2:7][CH2:6][CH2:5][C:4]3=[CH:3][C:2]=1[NH:14][S:22]([C:25]1[CH:26]=[CH:27][C:28]([C:29]([OH:31])=[O:30])=[CH:32][CH:33]=1)(=[O:24])=[O:23]. The yield is 0.750.